This data is from Full USPTO retrosynthesis dataset with 1.9M reactions from patents (1976-2016). The task is: Predict the reactants needed to synthesize the given product. (1) Given the product [ClH:18].[CH3:13][N:12]([CH3:14])[C:10](=[O:11])[C@@H:9]1[CH2:15][CH2:16][CH2:17][NH:8]1, predict the reactants needed to synthesize it. The reactants are: C(OC([N:8]1[CH2:17][CH2:16][CH2:15][C@H:9]1[C:10]([N:12]([CH3:14])[CH3:13])=[O:11])=O)(C)(C)C.[ClH:18]. (2) Given the product [C:15]([C:17]1[CH:18]=[C:19]([CH:35]=[CH:36][C:37]=1[CH3:38])[C:20]([NH:22][C:23]1[CH:28]=[CH:27][C:26]([CH2:29][N:43]2[CH2:44][CH2:45][N:40]([CH3:39])[CH2:41][CH2:42]2)=[C:25]([C:31]([F:34])([F:33])[F:32])[CH:24]=1)=[O:21])#[CH:16], predict the reactants needed to synthesize it. The reactants are: C(O[BH-](OC(=O)C)OC(=O)C)(=O)C.[Na+].[C:15]([C:17]1[CH:18]=[C:19]([CH:35]=[CH:36][C:37]=1[CH3:38])[C:20]([NH:22][C:23]1[CH:28]=[CH:27][C:26]([CH:29]=O)=[C:25]([C:31]([F:34])([F:33])[F:32])[CH:24]=1)=[O:21])#[CH:16].[CH3:39][N:40]1[CH2:45][CH2:44][NH:43][CH2:42][CH2:41]1.C(N(CC)CC)C.C(=O)(O)[O-].[Na+].